From a dataset of Forward reaction prediction with 1.9M reactions from USPTO patents (1976-2016). Predict the product of the given reaction. (1) The product is: [OH:17][C:2]1[CH:15]=[CH:14][C:5]2[C:6]([C:9]([O:11][CH2:12][CH3:13])=[O:10])=[N:7][O:8][C:4]=2[CH:3]=1. Given the reactants N[C:2]1[CH:15]=[CH:14][C:5]2[C:6]([C:9]([O:11][CH2:12][CH3:13])=[O:10])=[N:7][O:8][C:4]=2[CH:3]=1.N([O-])=[O:17].[Na+], predict the reaction product. (2) Given the reactants [CH3:1][C:2]1[CH:7]=[CH:6][C:5]([S:8]([O:11][CH2:12][CH2:13][CH:14]2[CH2:18][C:17]([CH3:20])([CH3:19])[C:16](=[O:21])[O:15]2)(=[O:10])=[O:9])=[CH:4][CH:3]=1.O[CH2:23][CH2:24][CH:25]1CC2(CCCCC2)C(=O)O1.OCCC1OC(=O)C(C)(C)C1, predict the reaction product. The product is: [CH3:1][C:2]1[CH:3]=[CH:4][C:5]([S:8]([O:11][CH2:12][CH2:13][CH:14]2[CH2:18][C:17]3([CH2:19][CH2:25][CH2:24][CH2:23][CH2:20]3)[C:16](=[O:21])[O:15]2)(=[O:10])=[O:9])=[CH:6][CH:7]=1. (3) Given the reactants [Cl:1][C:2]1[CH:7]=[CH:6][C:5]([C@@H:8]([OH:29])[CH2:9][N:10]([C@H:18]2[CH2:27][CH2:26][C:25]3[C:20](=[CH:21][C:22]([OH:28])=[CH:23][CH:24]=3)[CH2:19]2)[C:11](=[O:17])[O:12][C:13]([CH3:16])([CH3:15])[CH3:14])=[CH:4][CH:3]=1.N1C(C)=CC=CC=1C.[F:38][C:39]([F:52])([F:51])[S:40](O[S:40]([C:39]([F:52])([F:51])[F:38])(=[O:42])=[O:41])(=[O:42])=[O:41], predict the reaction product. The product is: [F:38][C:39]([F:52])([F:51])[S:40]([O:28][C:22]1[CH:23]=[CH:24][C:25]2[CH2:26][CH2:27][C@H:18]([N:10]([C:11]([O:12][C:13]([CH3:16])([CH3:14])[CH3:15])=[O:17])[CH2:9][C@@H:8]([C:5]3[CH:6]=[CH:7][C:2]([Cl:1])=[CH:3][CH:4]=3)[OH:29])[CH2:19][C:20]=2[CH:21]=1)(=[O:42])=[O:41].